This data is from Full USPTO retrosynthesis dataset with 1.9M reactions from patents (1976-2016). The task is: Predict the reactants needed to synthesize the given product. (1) Given the product [Cl:54][C:50]1[CH:51]=[CH:52][CH:53]=[C:48]([Cl:47])[C:49]=1[C:55]1[C:59]([CH2:60][CH2:61][C:62]([NH:1][C:2]2[C:3]([OH:20])=[C:4]([NH:8][C:9]3[CH:10]=[C:11]([CH:17]=[CH:18][CH:19]=3)[C:12]([O:14][CH2:15][CH3:16])=[O:13])[CH:5]=[CH:6][CH:7]=2)=[O:63])=[C:58]([CH:65]([CH3:67])[CH3:66])[O:57][N:56]=1, predict the reactants needed to synthesize it. The reactants are: [NH2:1][C:2]1[C:3]([OH:20])=[C:4]([NH:8][C:9]2[CH:10]=[C:11]([CH:17]=[CH:18][CH:19]=2)[C:12]([O:14][CH2:15][CH3:16])=[O:13])[CH:5]=[CH:6][CH:7]=1.C1(N=C=NC2CCCCC2)CCCCC1.O.ON1C2C=CC=CC=2N=N1.[Cl:47][C:48]1[CH:53]=[CH:52][CH:51]=[C:50]([Cl:54])[C:49]=1[C:55]1[C:59]([CH2:60][CH2:61][C:62](O)=[O:63])=[C:58]([CH:65]([CH3:67])[CH3:66])[O:57][N:56]=1. (2) Given the product [CH:1]12[CH2:7][CH:4]([CH2:5][CH2:6]1)[CH2:3][CH:2]2[NH:8][C:9]1[S:10][CH:13]([C:18]2[CH:23]=[CH:22][CH:21]=[CH:20][CH:19]=2)[C:14](=[O:15])[N:11]=1, predict the reactants needed to synthesize it. The reactants are: [CH:1]12[CH2:7][CH:4]([CH2:5][CH2:6]1)[CH2:3][CH:2]2[NH:8][C:9]([NH2:11])=[S:10].Br[CH:13]([C:18]1[CH:23]=[CH:22][CH:21]=[CH:20][CH:19]=1)[C:14](OC)=[O:15]. (3) Given the product [CH2:1]([O:8][C:9]1[CH:10]=[C:11]([CH2:12][OH:13])[CH:14]=[CH:15][C:16]=1[N+:17]([O-:19])=[O:18])[C:2]1[CH:3]=[CH:4][CH:5]=[CH:6][CH:7]=1, predict the reactants needed to synthesize it. The reactants are: [CH2:1]([O:8][C:9]1[CH:10]=[C:11]([CH:14]=[CH:15][C:16]=1[N+:17]([O-:19])=[O:18])[CH:12]=[O:13])[C:2]1[CH:7]=[CH:6][CH:5]=[CH:4][CH:3]=1.[BH4-].[Na+].